This data is from Catalyst prediction with 721,799 reactions and 888 catalyst types from USPTO. The task is: Predict which catalyst facilitates the given reaction. (1) Reactant: C([N:8]1[C:16]2[C:11](=[CH:12][C:13]([CH3:17])=[CH:14][CH:15]=2)[C@:10]2([CH2:19][C@H:18]2[C:20]2[CH:28]=[C:27]3[C:23]([CH:24]=[N:25][N:26]3CC3C=CC=CC=3)=[CH:22][CH:21]=2)[C:9]1=[O:36])C1C=CC=CC=1.C1COCC1.CC([O-])(C)C.[K+]. Product: [NH:26]1[C:27]2[C:23](=[CH:22][CH:21]=[C:20]([C@H:18]3[C@@:10]4([C:11]5[C:16](=[CH:15][CH:14]=[C:13]([CH3:17])[CH:12]=5)[NH:8][C:9]4=[O:36])[CH2:19]3)[CH:28]=2)[CH:24]=[N:25]1. The catalyst class is: 16. (2) Reactant: C[O:2][CH:3](OC)[N:4]([CH3:6])C.[C:9]([C:13]1[CH:21]=[C:20]([CH3:22])[C:16](C(N)=O)=[C:15]([F:23])[CH:14]=1)([CH3:12])([CH3:11])[CH3:10].CC(C)([O-])C.[K+].Cl. Product: [C:9]([C:13]1[CH:21]=[C:20]2[C:16](=[C:15]([F:23])[CH:14]=1)[C:3](=[O:2])[NH:4][CH:6]=[CH:22]2)([CH3:12])([CH3:10])[CH3:11]. The catalyst class is: 504.